Dataset: Experimentally validated miRNA-target interactions with 360,000+ pairs, plus equal number of negative samples. Task: Binary Classification. Given a miRNA mature sequence and a target amino acid sequence, predict their likelihood of interaction. The miRNA is cel-miR-40-3p with sequence UCACCGGGUGUACAUCAGCUAA. The protein sequence of the target gene is MFPVAPKPQDSSQPSDRLMTEKQQEEAEWESINVLLMMHGLKPLSLVKRTDLKDLIIFDKQSSQRMRQNLKLLVEETSCQQNMIQELIETNQQLRNELQLEQSRAANQEQRANDLEQIMESVKSKIGELEDESLSRACHQQNKIKDLQKEQKTLQVKCQHYKKKRTEQEETIASLQMEVCRLKKEEEDRIVTQNRVFAYLCKRVPHTVLDRQLLCLIDYYESKIRKIHTQRQYKEDESQSEEENDYRNLDASPTYKGLLMSLQNQLKESKSKIDALSSEKLNLQKDLETRPTQHELRLYK.... Result: 0 (no interaction).